Dataset: Full USPTO retrosynthesis dataset with 1.9M reactions from patents (1976-2016). Task: Predict the reactants needed to synthesize the given product. (1) Given the product [Cl:18][C:15]1[CH:16]=[CH:17][C:12]([C:10]2[C:9]3[C:4](=[CH:5][CH:6]=[CH:7][CH:8]=3)[C:3](=[O:19])[N:2]([NH:1][C:24](=[O:25])[CH2:23][CH2:22][CH:21]([CH3:27])[CH3:20])[N:11]=2)=[CH:13][CH:14]=1, predict the reactants needed to synthesize it. The reactants are: [NH2:1][N:2]1[N:11]=[C:10]([C:12]2[CH:17]=[CH:16][C:15]([Cl:18])=[CH:14][CH:13]=2)[C:9]2[C:4](=[CH:5][CH:6]=[CH:7][CH:8]=2)[C:3]1=[O:19].[CH3:20][CH:21]([CH3:27])[CH2:22][CH2:23][C:24](O)=[O:25]. (2) The reactants are: [NH:1]1[C:9]2[C:4](=[CH:5][CH:6]=[CH:7][CH:8]=2)[C:3]([CH2:10][C@H:11]([NH:28]C(=O)OC(C)(C)C)[CH2:12][O:13][C:14]2[CH:15]=[N:16][CH:17]=[C:18](/[CH:20]=[CH:21]/[C:22]3[CH:27]=[CH:26][N:25]=[CH:24][CH:23]=3)[CH:19]=2)=[CH:2]1.Cl. Given the product [NH:1]1[C:9]2[C:4](=[CH:5][CH:6]=[CH:7][CH:8]=2)[C:3]([CH2:10][C@H:11]([NH2:28])[CH2:12][O:13][C:14]2[CH:15]=[N:16][CH:17]=[C:18](/[CH:20]=[CH:21]/[C:22]3[CH:23]=[CH:24][N:25]=[CH:26][CH:27]=3)[CH:19]=2)=[CH:2]1, predict the reactants needed to synthesize it. (3) Given the product [CH3:1][Si:2]([CH3:46])([CH3:45])[CH2:3][CH2:4][O:5][CH2:6][N:7]([CH2:37][O:38][CH2:39][CH2:40][Si:41]([CH3:44])([CH3:43])[CH3:42])[C:8]1[N:13]2[N:14]=[CH:15][C:16]([C:17]3[CH:18]=[N:19][C:20]([C:49]4[CH:50]=[CH:51][CH:52]=[CH:53][C:48]=4[F:47])=[CH:21][CH:22]=3)=[C:12]2[N:11]=[C:10]([CH:24]2[CH2:29][CH2:28][N:27]([C:30]([O:32][C:33]([CH3:36])([CH3:35])[CH3:34])=[O:31])[CH2:26][CH2:25]2)[CH:9]=1, predict the reactants needed to synthesize it. The reactants are: [CH3:1][Si:2]([CH3:46])([CH3:45])[CH2:3][CH2:4][O:5][CH2:6][N:7]([CH2:37][O:38][CH2:39][CH2:40][Si:41]([CH3:44])([CH3:43])[CH3:42])[C:8]1[N:13]2[N:14]=[CH:15][C:16]([C:17]3[CH:18]=[N:19][C:20](Cl)=[CH:21][CH:22]=3)=[C:12]2[N:11]=[C:10]([CH:24]2[CH2:29][CH2:28][N:27]([C:30]([O:32][C:33]([CH3:36])([CH3:35])[CH3:34])=[O:31])[CH2:26][CH2:25]2)[CH:9]=1.[F:47][C:48]1[CH:53]=[CH:52][CH:51]=[CH:50][C:49]=1B(O)O.C(Cl)Cl.[O-]P([O-])([O-])=O.[K+].[K+].[K+].O. (4) Given the product [Cl:1][C:2]1[CH:3]=[CH:4][CH:5]=[C:6]2[C:11]=1[C:10]([CH2:12][C:13]1[CH:14]=[C:15]([C:16]([N:29]3[CH2:30][CH2:31][CH:26]([O:25][CH3:24])[CH2:27][CH2:28]3)=[O:18])[CH:19]=[C:20]([F:22])[CH:21]=1)=[N:9][NH:8][C:7]2=[O:23], predict the reactants needed to synthesize it. The reactants are: [Cl:1][C:2]1[CH:3]=[CH:4][CH:5]=[C:6]2[C:11]=1[C:10]([CH2:12][C:13]1[CH:14]=[C:15]([CH:19]=[C:20]([F:22])[CH:21]=1)[C:16]([OH:18])=O)=[N:9][NH:8][C:7]2=[O:23].[CH3:24][O:25][CH:26]1[CH2:31][CH2:30][NH:29][CH2:28][CH2:27]1.CCN(C(C)C)C(C)C.